Dataset: Forward reaction prediction with 1.9M reactions from USPTO patents (1976-2016). Task: Predict the product of the given reaction. (1) Given the reactants [Cl:1][C:2]1[C:7]([NH2:8])=[C:6]([NH2:9])[CH:5]=[C:4]([Cl:10])[N:3]=1.N[C:12](N)=[O:13], predict the reaction product. The product is: [Cl:1][C:2]1[C:7]2[NH:8][C:12](=[O:13])[NH:9][C:6]=2[CH:5]=[C:4]([Cl:10])[N:3]=1. (2) Given the reactants ClC1C=C(C=CC=1Cl)OC1CCN(S(C2C(C)=NN(C)C=2C)(=O)=O)CC1.[Cl:27][C:28]1[N:32]([CH3:33])[N:31]=[C:30]([CH3:34])[C:29]=1[S:35](Cl)(=[O:37])=[O:36].Cl.[C:40]1([CH3:53])[CH:45]=[CH:44][C:43]([O:46][CH:47]2[CH2:52][CH2:51][NH:50][CH2:49][CH2:48]2)=[CH:42][CH:41]=1, predict the reaction product. The product is: [Cl:27][C:28]1[N:32]([CH3:33])[N:31]=[C:30]([CH3:34])[C:29]=1[S:35]([N:50]1[CH2:51][CH2:52][CH:47]([O:46][C:43]2[CH:44]=[CH:45][C:40]([CH3:53])=[CH:41][CH:42]=2)[CH2:48][CH2:49]1)(=[O:37])=[O:36]. (3) The product is: [Cl:11][C:12]1[CH:17]=[C:16]([Cl:18])[CH:15]=[CH:14][C:13]=1[C:19]1[O:10][C:3]2[CH:4]=[CH:5][C:6]([O:8][CH3:9])=[CH:7][C:2]=2[N:1]=1. Given the reactants [NH2:1][C:2]1[CH:7]=[C:6]([O:8][CH3:9])[CH:5]=[CH:4][C:3]=1[OH:10].[Cl:11][C:12]1[CH:17]=[C:16]([Cl:18])[CH:15]=[CH:14][C:13]=1[CH:19]=O.C(C1C(=O)C(Cl)=C(Cl)C(=O)C=1C#N)#N, predict the reaction product. (4) The product is: [F:30][C:28]1[CH:29]=[C:24]([C:23]2[N:19]([C:14]3[CH:13]=[CH:12][C:17]([F:18])=[CH:16][CH:15]=3)[N:20]=[C:21]([C:32]([O:34][CH2:35][CH3:36])=[O:33])[CH:22]=2)[CH:25]=[CH:26][CH:27]=1. Given the reactants Cl.FC1C=CC(NN)=CC=1.Cl[C:12]1[CH:13]=[C:14]([N:19]2[C:23]([C:24]3[CH:29]=[C:28]([F:30])[CH:27]=[C:26](Cl)[CH:25]=3)=[CH:22][C:21]([C:32]([O:34][CH2:35][CH3:36])=[O:33])=[N:20]2)[CH:15]=[CH:16][C:17]=1[F:18], predict the reaction product.